From a dataset of Forward reaction prediction with 1.9M reactions from USPTO patents (1976-2016). Predict the product of the given reaction. (1) The product is: [Cl:1][C:2]1[C:3]([CH3:37])=[N:4][O:5][C:6]=1[N:7]([CH2:31][O:32][CH2:33][CH2:34][O:35][CH3:36])[S:8]([C:11]1[C:19]2[C:14](=[N:15][CH:16]=[CH:17][CH:18]=2)[S:13][C:12]=1[C:20](=[O:30])[C:21]1[CH:26]=[CH:25][C:24]2[O:27][CH2:28][O:29][C:23]=2[CH:22]=1)(=[O:9])=[O:10]. Given the reactants [Cl:1][C:2]1[C:3]([CH3:37])=[N:4][O:5][C:6]=1[N:7]([CH2:31][O:32][CH2:33][CH2:34][O:35][CH3:36])[S:8]([C:11]1[C:19]2[C:14](=[N:15][CH:16]=[CH:17][CH:18]=2)[S:13][C:12]=1[CH:20]([OH:30])[C:21]1[CH:26]=[CH:25][C:24]2[O:27][CH2:28][O:29][C:23]=2[CH:22]=1)(=[O:10])=[O:9], predict the reaction product. (2) Given the reactants [Cl:1][C:2]1[CH:3]=[C:4]2[C:9](=[CH:10][CH:11]=1)[CH2:8][NH:7][CH2:6][CH2:5]2.[CH3:12][S:13]([C:16]1[CH:17]=[CH:18][C:19]([O:25][C@@H:26]([CH3:31])[C:27]([F:30])([F:29])[F:28])=[C:20]([CH:24]=1)[C:21](O)=[O:22])(=[O:15])=[O:14], predict the reaction product. The product is: [Cl:1][C:2]1[CH:3]=[C:4]2[C:9](=[CH:10][CH:11]=1)[CH2:8][N:7]([C:21]([C:20]1[CH:24]=[C:16]([S:13]([CH3:12])(=[O:14])=[O:15])[CH:17]=[CH:18][C:19]=1[O:25][C@@H:26]([CH3:31])[C:27]([F:29])([F:30])[F:28])=[O:22])[CH2:6][CH2:5]2. (3) Given the reactants [C:1]1([O:7][CH3:8])[CH:6]=[CH:5][CH:4]=[CH:3][CH:2]=1.[Cl-].[Al+3].[Cl-].[Cl-].[Cl:13][C:14]1[CH:22]=[CH:21][C:20]([I:23])=[CH:19][C:15]=1[C:16](Cl)=O.C[SiH](O)C.C[Si](C)(C)C.C[Si](O)(C)C, predict the reaction product. The product is: [Cl:13][C:14]1[CH:22]=[CH:21][C:20]([I:23])=[CH:19][C:15]=1[CH2:16][C:4]1[CH:5]=[CH:6][C:1]([O:7][CH3:8])=[CH:2][CH:3]=1. (4) Given the reactants [C:1]1([CH3:32])[CH:6]=[CH:5][C:4]([S:7]([NH:10][C:11]2[CH:12]=[C:13]([C:17]3[O:21][C:20]([C:22]4[CH:31]=[CH:30][C:25]([C:26]([O:28]C)=[O:27])=[CH:24][CH:23]=4)=[N:19][N:18]=3)[CH:14]=[CH:15][CH:16]=2)(=[O:9])=[O:8])=[CH:3][CH:2]=1.[OH-].[Na+], predict the reaction product. The product is: [C:1]1([CH3:32])[CH:2]=[CH:3][C:4]([S:7]([NH:10][C:11]2[CH:12]=[C:13]([C:17]3[O:21][C:20]([C:22]4[CH:23]=[CH:24][C:25]([C:26]([OH:28])=[O:27])=[CH:30][CH:31]=4)=[N:19][N:18]=3)[CH:14]=[CH:15][CH:16]=2)(=[O:8])=[O:9])=[CH:5][CH:6]=1. (5) Given the reactants Br[C:2]1[CH:24]=[CH:23][C:5]2[C:6]3[N:7]=[C:8]([C:14]4[N:15]([CH:20]([CH3:22])[CH3:21])[N:16]=[C:17]([CH3:19])[N:18]=4)[S:9][C:10]=3[CH2:11][CH2:12][O:13][C:4]=2[CH:3]=1.[CH3:25][O:26][CH2:27][CH:28]([OH:44])[CH2:29][N:30]1[CH:34]=[C:33](B2OC(C)(C)C(C)(C)O2)[CH:32]=[N:31]1, predict the reaction product. The product is: [CH:20]([N:15]1[C:14]([C:8]2[S:9][C:10]3[CH2:11][CH2:12][O:13][C:4]4[CH:3]=[C:2]([C:33]5[CH:32]=[N:31][N:30]([CH2:29][CH:28]([OH:44])[CH2:27][O:26][CH3:25])[CH:34]=5)[CH:24]=[CH:23][C:5]=4[C:6]=3[N:7]=2)=[N:18][C:17]([CH3:19])=[N:16]1)([CH3:22])[CH3:21]. (6) The product is: [CH3:1][N:2]([CH3:20])[C:3]1[CH:8]=[CH:7][C:6]([NH:9][S:10]([C:13]2[CH:18]=[CH:17][C:16]([C:42]3[CH:43]=[C:38]4[N:37]=[C:36]([CH2:35][CH2:34][C:29]5[CH:28]=[C:33]([O:23][CH3:21])[CH:32]=[CH:31][N:30]=5)[NH:45][C:39]4=[N:40][CH:41]=3)=[CH:15][CH:14]=2)(=[O:12])=[O:11])=[CH:5][CH:4]=1. Given the reactants [CH3:1][N:2]([CH3:20])[C:3]1[CH:8]=[CH:7][C:6]([NH:9][S:10]([C:13]2[CH:18]=[CH:17][C:16](Br)=[CH:15][CH:14]=2)(=[O:12])=[O:11])=[CH:5][CH:4]=1.[C:21]([O-])(=[O:23])C.[K+].CO[C:28]1[C:29]([CH2:34][CH2:35][C:36]2[NH:45][C:39]3=[N:40][CH:41]=[C:42](I)[CH:43]=[C:38]3[N:37]=2)=[N:30][CH:31]=[CH:32][CH:33]=1.C(=O)([O-])[O-].[K+].[K+].[Cl-].[Li+], predict the reaction product. (7) Given the reactants CO[C:3]1C=C[C:6]([NH2:9])=[CH:5][CH:4]=1.[C:10]([O:14][C:15]([N:17]1[CH2:22][CH2:21][C:20](=O)[CH2:19][CH2:18]1)=[O:16])([CH3:13])([CH3:12])[CH3:11].C(O[BH-](O[C:34](=[O:36])[CH3:35])OC(=O)C)(=O)C.[Na+].[CH3:38]O, predict the reaction product. The product is: [C:10]([O:14][C:15]([N:17]1[CH2:22][CH2:21][CH:20]([NH:9][C:6]2[CH:5]=[CH:4][CH:3]=[CH:35][C:34]=2[O:36][CH3:38])[CH2:19][CH2:18]1)=[O:16])([CH3:13])([CH3:12])[CH3:11].